Task: Binary Classification. Given a miRNA mature sequence and a target amino acid sequence, predict their likelihood of interaction.. Dataset: Experimentally validated miRNA-target interactions with 360,000+ pairs, plus equal number of negative samples (1) The miRNA is hsa-miR-365b-5p with sequence AGGGACUUUCAGGGGCAGCUGU. The protein sequence of the target gene is MSQWTPEFNELYTLKVAMKSGTPDAPTTQESLKAVLLHPQPLGATKSFPAEVEMINSKVGNEFSHLCDDSQKQEKDMTGNQQEQEKSGVVRKKRKSQQAGPSYVQNCVKENQEILGRRQQLETPSDEDNDSSLSECLSSPSSSLHFGGSDTVTSDEDKEVSVRHTQPVLSAKSRSHSARSHKWPRTEADPVPSLLMKRPCFHGSALRRVTCRKRLVKSSSSQRTQKQKERMLVQRKKREALAQRKYALLSSSSSSSENDLSSDSSSSSSTDGEEDLCASASENPSNPAAPSGSIDEDVVV.... Result: 0 (no interaction). (2) The protein sequence of the target gene is MGNENSTSDNQRTLSAQTPRSAQPPGNSQNIKRKQQDTPGSPDHRDASSIGSVGLGGFCTASESSASLDPCLVSPEVTEPRKDPQGARGPEGSLLPSPPPSQEREHPSSSMPFAECPPEGCLASPAAAPEDGPQTQSPRREPAPNAPGDIAAAFPAERDSSTPYQEIAAVPSAGRERQPKEEGQKSSFSFSSGIDQSPGMSPVPLREPMKAPLCGEGDQPGGFESQEKEAAGGFPPAESRQGVASVQVTPEAPAAAQQGTESSAVLEKSPLKPMAPIPQDPAPRASDRERGQGEAPPQYL.... Result: 0 (no interaction). The miRNA is rno-miR-144-3p with sequence UACAGUAUAGAUGAUGUACU.